From a dataset of NCI-60 drug combinations with 297,098 pairs across 59 cell lines. Regression. Given two drug SMILES strings and cell line genomic features, predict the synergy score measuring deviation from expected non-interaction effect. (1) Drug 1: CNC(=O)C1=CC=CC=C1SC2=CC3=C(C=C2)C(=NN3)C=CC4=CC=CC=N4. Drug 2: C1C(C(OC1N2C=NC(=NC2=O)N)CO)O. Cell line: SR. Synergy scores: CSS=75.5, Synergy_ZIP=5.16, Synergy_Bliss=7.72, Synergy_Loewe=8.48, Synergy_HSA=10.5. (2) Drug 1: CC1CCC2CC(C(=CC=CC=CC(CC(C(=O)C(C(C(=CC(C(=O)CC(OC(=O)C3CCCCN3C(=O)C(=O)C1(O2)O)C(C)CC4CCC(C(C4)OC)OCCO)C)C)O)OC)C)C)C)OC. Drug 2: COC1=C2C(=CC3=C1OC=C3)C=CC(=O)O2. Cell line: MCF7. Synergy scores: CSS=2.99, Synergy_ZIP=-4.51, Synergy_Bliss=-3.80, Synergy_Loewe=-4.56, Synergy_HSA=-4.54. (3) Drug 1: C1C(C(OC1N2C=C(C(=O)NC2=O)F)CO)O. Drug 2: COCCOC1=C(C=C2C(=C1)C(=NC=N2)NC3=CC=CC(=C3)C#C)OCCOC.Cl. Cell line: KM12. Synergy scores: CSS=29.4, Synergy_ZIP=-0.257, Synergy_Bliss=-0.0859, Synergy_Loewe=-18.5, Synergy_HSA=0.985. (4) Drug 1: CC12CCC3C(C1CCC2=O)CC(=C)C4=CC(=O)C=CC34C. Drug 2: CCN(CC)CCNC(=O)C1=C(NC(=C1C)C=C2C3=C(C=CC(=C3)F)NC2=O)C. Cell line: TK-10. Synergy scores: CSS=30.1, Synergy_ZIP=2.52, Synergy_Bliss=4.00, Synergy_Loewe=1.46, Synergy_HSA=1.75. (5) Drug 1: CN1CCC(CC1)COC2=C(C=C3C(=C2)N=CN=C3NC4=C(C=C(C=C4)Br)F)OC. Drug 2: CCC1=CC2CC(C3=C(CN(C2)C1)C4=CC=CC=C4N3)(C5=C(C=C6C(=C5)C78CCN9C7C(C=CC9)(C(C(C8N6C)(C(=O)OC)O)OC(=O)C)CC)OC)C(=O)OC.C(C(C(=O)O)O)(C(=O)O)O. Cell line: NCI-H460. Synergy scores: CSS=58.1, Synergy_ZIP=1.78, Synergy_Bliss=7.76, Synergy_Loewe=9.49, Synergy_HSA=9.19. (6) Drug 1: CCC1(CC2CC(C3=C(CCN(C2)C1)C4=CC=CC=C4N3)(C5=C(C=C6C(=C5)C78CCN9C7C(C=CC9)(C(C(C8N6C=O)(C(=O)OC)O)OC(=O)C)CC)OC)C(=O)OC)O.OS(=O)(=O)O. Drug 2: COC1=NC(=NC2=C1N=CN2C3C(C(C(O3)CO)O)O)N. Cell line: MDA-MB-231. Synergy scores: CSS=8.90, Synergy_ZIP=-0.940, Synergy_Bliss=3.77, Synergy_Loewe=-8.93, Synergy_HSA=1.86.